The task is: Predict the reactants needed to synthesize the given product.. This data is from Full USPTO retrosynthesis dataset with 1.9M reactions from patents (1976-2016). Given the product [CH3:1][N:2]([C:10]([C:12]1[CH:13]=[CH:14][C:15]([NH:18][CH:19]([C:23]2[O:24][C:25]3[CH:32]=[CH:31][C:30]([O:33][C:34]4[CH:39]=[CH:38][C:37]([C:40]([F:43])([F:42])[F:41])=[CH:36][N:35]=4)=[CH:29][C:26]=3[C:27]=2[CH3:28])[CH:20]([CH3:22])[CH3:21])=[CH:16][CH:17]=1)=[O:11])[CH2:3][CH2:4][C:5]([OH:7])=[O:6], predict the reactants needed to synthesize it. The reactants are: [CH3:1][N:2]([C:10]([C:12]1[CH:17]=[CH:16][C:15]([NH:18][CH:19]([C:23]2[O:24][C:25]3[CH:32]=[CH:31][C:30]([O:33][C:34]4[CH:39]=[CH:38][C:37]([C:40]([F:43])([F:42])[F:41])=[CH:36][N:35]=4)=[CH:29][C:26]=3[C:27]=2[CH3:28])[CH:20]([CH3:22])[CH3:21])=[CH:14][CH:13]=1)=[O:11])[CH2:3][CH2:4][C:5]([O:7]CC)=[O:6].[OH-].[Na+].